From a dataset of Forward reaction prediction with 1.9M reactions from USPTO patents (1976-2016). Predict the product of the given reaction. Given the reactants [CH:1]12[CH2:9][CH:5]([CH2:6][NH:7][CH2:8]1)[CH2:4][N:3]([C:10]([O:12][C:13]([CH3:16])([CH3:15])[CH3:14])=[O:11])[CH2:2]2.[N:17]([C:20]1[CH:27]=[CH:26][C:23]([C:24]#[N:25])=[CH:22][CH:21]=1)=[C:18]=[O:19], predict the reaction product. The product is: [C:24]([C:23]1[CH:26]=[CH:27][C:20]([NH:17][C:18]([N:7]2[CH2:8][CH:1]3[CH2:9][CH:5]([CH2:4][N:3]([C:10]([O:12][C:13]([CH3:16])([CH3:15])[CH3:14])=[O:11])[CH2:2]3)[CH2:6]2)=[O:19])=[CH:21][CH:22]=1)#[N:25].